This data is from Forward reaction prediction with 1.9M reactions from USPTO patents (1976-2016). The task is: Predict the product of the given reaction. (1) The product is: [Cl:15][C:16]1[CH:21]=[C:20]([O:22][CH3:23])[CH:19]=[CH:18][C:17]=1[O:24][C:2]1[CH:7]=[N:6][NH:5][C:4](=[O:14])[CH:3]=1. Given the reactants I[C:2]1[CH:7]=[N:6][N:5](C2CCCCO2)[C:4](=[O:14])[CH:3]=1.[Cl:15][C:16]1[CH:21]=[C:20]([O:22][CH3:23])[CH:19]=[CH:18][C:17]=1[OH:24], predict the reaction product. (2) Given the reactants [CH2:1]([O:3][C:4]([C:6]1[C:7]2[S:15][CH:14]=[C:13]([CH2:16][O:17][C:18]3[CH:23]=[CH:22][C:21]([C:24]([O:26]C(C)(C)C)=[O:25])=[CH:20][CH:19]=3)[C:8]=2[C:9]([NH2:12])=[N:10][CH:11]=1)=[O:5])[CH3:2], predict the reaction product. The product is: [CH2:1]([O:3][C:4]([C:6]1[C:7]2[S:15][CH:14]=[C:13]([CH2:16][O:17][C:18]3[CH:23]=[CH:22][C:21]([C:24]([OH:26])=[O:25])=[CH:20][CH:19]=3)[C:8]=2[C:9]([NH2:12])=[N:10][CH:11]=1)=[O:5])[CH3:2].